Dataset: Forward reaction prediction with 1.9M reactions from USPTO patents (1976-2016). Task: Predict the product of the given reaction. (1) Given the reactants [Al+3].[Cl-].[Cl-].[Cl-].[C:5]1(=[O:15])[C:14]2[C:9](=[CH:10][CH:11]=[CH:12][CH:13]=2)[CH2:8][CH2:7][CH2:6]1.[Br:16]Br.Cl, predict the reaction product. The product is: [Br:16][C:10]1[CH:11]=[CH:12][CH:13]=[C:14]2[C:9]=1[CH2:8][CH2:7][CH2:6][C:5]2=[O:15]. (2) Given the reactants [CH2:1]([C:9]1[CH:15]=[CH:14][C:12]([NH2:13])=[CH:11][CH:10]=1)[CH2:2][CH2:3][CH2:4][CH2:5][CH2:6][CH2:7][CH3:8].C([O:23][CH2:24][CH2:25][CH:26]([NH:30]C(OC(C)(C)C)=O)[C:27](O)=[O:28])C1C=CC=CC=1, predict the reaction product. The product is: [NH2:30][CH:26]([CH2:25][CH2:24][OH:23])[C:27]([NH:13][C:12]1[CH:11]=[CH:10][C:9]([CH2:1][CH2:2][CH2:3][CH2:4][CH2:5][CH2:6][CH2:7][CH3:8])=[CH:15][CH:14]=1)=[O:28].